Dataset: Forward reaction prediction with 1.9M reactions from USPTO patents (1976-2016). Task: Predict the product of the given reaction. Given the reactants [N:1]1([CH2:6][CH2:7][CH2:8][O:9][C:10]2[CH:15]=[CH:14][C:13]([C:16]3([CH2:22][NH2:23])[CH2:21][CH2:20][O:19][CH2:18][CH2:17]3)=[CH:12][CH:11]=2)[CH2:5][CH2:4][CH2:3][CH2:2]1.CCN(C(C)C)C(C)C.Cl.C(O[C:37]1[CH:42]=[CH:41][N:40]=[CH:39][C:38]=1[N+:43]([O-:45])=[O:44])C, predict the reaction product. The product is: [N+:43]([C:38]1[CH:39]=[N:40][CH:41]=[CH:42][C:37]=1[NH:23][CH2:22][C:16]1([C:13]2[CH:14]=[CH:15][C:10]([O:9][CH2:8][CH2:7][CH2:6][N:1]3[CH2:5][CH2:4][CH2:3][CH2:2]3)=[CH:11][CH:12]=2)[CH2:17][CH2:18][O:19][CH2:20][CH2:21]1)([O-:45])=[O:44].